This data is from Catalyst prediction with 721,799 reactions and 888 catalyst types from USPTO. The task is: Predict which catalyst facilitates the given reaction. (1) Reactant: [Br:1][C:2]1[N:7]=[C:6]([N+:8]([O-])=O)[C:5]([O:11][CH3:12])=[CH:4][CH:3]=1.C(O)C.[Cl-].[NH4+]. Product: [NH2:8][C:6]1[C:5]([O:11][CH3:12])=[CH:4][CH:3]=[C:2]([Br:1])[N:7]=1. The catalyst class is: 150. (2) Reactant: [Cl:1][CH2:2][CH2:3][CH2:4][S:5](Cl)(=[O:7])=[O:6].[NH:9]1[CH2:14][CH2:13][O:12][CH2:11][CH2:10]1.CCN(CC)CC. Product: [Cl:1][CH2:2][CH2:3][CH2:4][S:5]([N:9]1[CH2:14][CH2:13][O:12][CH2:11][CH2:10]1)(=[O:7])=[O:6]. The catalyst class is: 2. (3) Reactant: Br[C:2]1[CH:8]=[CH:7][C:5]([NH2:6])=[CH:4][C:3]=1[Cl:9].[F:10][C:11]([F:22])([F:21])[C:12]1[CH:17]=[CH:16][C:15](B(O)O)=[CH:14][CH:13]=1.C([O-])([O-])=O.[Na+].[Na+]. Product: [Cl:9][C:3]1[CH:4]=[C:5]([NH2:6])[CH:7]=[CH:8][C:2]=1[C:15]1[CH:16]=[CH:17][C:12]([C:11]([F:22])([F:21])[F:10])=[CH:13][CH:14]=1. The catalyst class is: 800. (4) Reactant: [O:1]=[C:2]1[NH:7][CH2:6][CH2:5][N:4]([C:8]([O:10][C:11]([CH3:14])([CH3:13])[CH3:12])=[O:9])[CH2:3]1.[H-].[Na+].CS(O[CH2:22][CH2:23][O:24][C:25]1[CH:30]=[CH:29][C:28]([N:31]2[CH2:36][CH2:35][N:34]([C:37]3[CH:38]=[CH:39][C:40]4[N:41]([C:43]([C:46]([F:49])([F:48])[F:47])=[N:44][N:45]=4)[N:42]=3)[CH2:33][CH2:32]2)=[CH:27][CH:26]=1)(=O)=O. Product: [O:1]=[C:2]1[N:7]([CH2:22][CH2:23][O:24][C:25]2[CH:30]=[CH:29][C:28]([N:31]3[CH2:32][CH2:33][N:34]([C:37]4[CH:38]=[CH:39][C:40]5[N:41]([C:43]([C:46]([F:49])([F:47])[F:48])=[N:44][N:45]=5)[N:42]=4)[CH2:35][CH2:36]3)=[CH:27][CH:26]=2)[CH2:6][CH2:5][N:4]([C:8]([O:10][C:11]([CH3:14])([CH3:13])[CH3:12])=[O:9])[CH2:3]1. The catalyst class is: 1. (5) Product: [C:1]1([C:7]2[C:8]([CH:17]([NH2:19])[CH3:18])=[N:9][C:10]3[C:15]([CH:16]=2)=[N:14][CH:13]=[CH:12][CH:11]=3)[CH:2]=[CH:3][CH:4]=[CH:5][CH:6]=1. Reactant: [C:1]1([C:7]2[C:8]([CH:17]([N:19]3C(=O)C4C(=CC=CC=4)C3=O)[CH3:18])=[N:9][C:10]3[C:15]([CH:16]=2)=[N:14][CH:13]=[CH:12][CH:11]=3)[CH:6]=[CH:5][CH:4]=[CH:3][CH:2]=1.NN. The catalyst class is: 14. (6) Reactant: [CH:1]1([C:7]2[C:11]([CH2:12][OH:13])=[CH:10][N:9]([C:14]3[CH:19]=[CH:18][C:17]([C:20]([F:23])([F:22])[F:21])=[CH:16][N:15]=3)[N:8]=2)[CH2:6][CH2:5][CH2:4][CH2:3][CH2:2]1.O[C:25]1[CH:26]=[C:27]([CH2:31][CH2:32][C:33]([O:35]C)=[O:34])[CH:28]=[CH:29][CH:30]=1.C(P(CCCC)CCCC)CCC.N(C(N1CCCCC1)=O)=NC(N1CCCCC1)=O. Product: [CH:1]1([C:7]2[C:11]([CH2:12][O:13][C:29]3[CH:28]=[C:27]([CH2:31][CH2:32][C:33]([OH:35])=[O:34])[CH:26]=[CH:25][CH:30]=3)=[CH:10][N:9]([C:14]3[CH:19]=[CH:18][C:17]([C:20]([F:22])([F:21])[F:23])=[CH:16][N:15]=3)[N:8]=2)[CH2:2][CH2:3][CH2:4][CH2:5][CH2:6]1. The catalyst class is: 7.